The task is: Predict the product of the given reaction.. This data is from Forward reaction prediction with 1.9M reactions from USPTO patents (1976-2016). (1) Given the reactants [NH2:1][C:2]1[CH:7]=[CH:6][CH:5]=[CH:4][CH:3]=1.[F:8][C:9]1[CH:14]=[CH:13][CH:12]=[CH:11][C:10]=1[C:15](=O)[CH:16]([CH3:22])[C:17](OCC)=[O:18], predict the reaction product. The product is: [F:8][C:9]1[CH:14]=[CH:13][CH:12]=[CH:11][C:10]=1[C:15]1[C:16]([CH3:22])=[C:17]([OH:18])[C:7]2[C:2](=[CH:3][CH:4]=[CH:5][CH:6]=2)[N:1]=1. (2) Given the reactants O=P(Cl)(Cl)Cl.[CH3:6][O:7][C:8]1[CH:9]=[C:10]2[C:14](=[CH:15][CH:16]=1)[N:13]([CH2:17][CH2:18][N:19]1[CH2:24][CH2:23][N:22]([CH3:25])[CH2:21][CH2:20]1)[C:12]([C:26]#[N:27])=[CH:11]2.[C:28]([O-])([O-])=[O:29].[Na+].[Na+], predict the reaction product. The product is: [CH:28]([C:11]1[C:10]2[C:14](=[CH:15][CH:16]=[C:8]([O:7][CH3:6])[CH:9]=2)[N:13]([CH2:17][CH2:18][N:19]2[CH2:24][CH2:23][N:22]([CH3:25])[CH2:21][CH2:20]2)[C:12]=1[C:26]#[N:27])=[O:29]. (3) Given the reactants [CH3:1][C:2]1[N:6]=[C:5]([N:7]2[CH2:12][CH2:11][C:10](=O)[CH2:9][CH2:8]2)[S:4][N:3]=1.[F:14][C:15]1[CH:20]=[CH:19][C:18]([C:21]2[C:22]3[N:23]([N:27]=[C:28]([NH2:30])[N:29]=3)[CH:24]=[CH:25][CH:26]=2)=[CH:17][CH:16]=1, predict the reaction product. The product is: [F:14][C:15]1[CH:20]=[CH:19][C:18]([C:21]2[C:22]3[N:23]([N:27]=[C:28]([NH:30][CH:10]4[CH2:11][CH2:12][N:7]([C:5]5[S:4][N:3]=[C:2]([CH3:1])[N:6]=5)[CH2:8][CH2:9]4)[N:29]=3)[CH:24]=[CH:25][CH:26]=2)=[CH:17][CH:16]=1.